Dataset: Forward reaction prediction with 1.9M reactions from USPTO patents (1976-2016). Task: Predict the product of the given reaction. (1) Given the reactants [CH3:1][O:2][C:3]([C:5]1[CH:10]=[C:9]([Br:11])[C:8](=[O:12])[N:7]([CH2:13][C:14]2[CH:19]=[CH:18][CH:17]=[CH:16][CH:15]=2)[C:6]=1[CH3:20])=[O:4].[Br:21]N1C(=O)CCC1=O.C(OOC(=O)C1C=CC=CC=1)(=O)C1C=CC=CC=1, predict the reaction product. The product is: [CH3:1][O:2][C:3]([C:5]1[CH:10]=[C:9]([Br:11])[C:8](=[O:12])[N:7]([CH2:13][C:14]2[CH:19]=[CH:18][CH:17]=[CH:16][CH:15]=2)[C:6]=1[CH2:20][Br:21])=[O:4]. (2) Given the reactants [CH3:1][C:2]([CH3:9])([CH2:7][OH:8])[C@@H:3]([OH:6])[CH2:4][OH:5].CO[CH:12](OC)[C:13]1[CH:18]=[CH:17][C:16]([O:19][CH3:20])=[CH:15][CH:14]=1.C1(C)C=CC(S([O-])(=O)=O)=CC=1.[NH+]1C=CC=CC=1, predict the reaction product. The product is: [CH3:20][O:19][C:16]1[CH:17]=[CH:18][C:13]([C@H:12]2[O:6][C@@H:3]([CH2:4][OH:5])[C:2]([CH3:9])([CH3:1])[CH2:7][O:8]2)=[CH:14][CH:15]=1.